The task is: Predict the reactants needed to synthesize the given product.. This data is from Full USPTO retrosynthesis dataset with 1.9M reactions from patents (1976-2016). (1) Given the product [NH2:29][C:10]1[CH:11]=[CH:12][C:7]([O:6][C:5]2[CH:25]=[CH:26][C:2]([Cl:1])=[C:3]([F:27])[CH:4]=2)=[CH:8][C:9]=1[N:13]([CH3:21])[C:14](=[O:20])[O:15][C:16]([CH3:19])([CH3:18])[CH3:17], predict the reactants needed to synthesize it. The reactants are: [Cl:1][C:2]1[CH:26]=[CH:25][C:5]([O:6][C:7]2[C:8]([N+]([O-])=O)=[C:9]([N:13]([CH3:21])[C:14](=[O:20])[O:15][C:16]([CH3:19])([CH3:18])[CH3:17])[CH:10]=[CH:11][CH:12]=2)=[CH:4][C:3]=1[F:27].[Cl-].[NH4+:29]. (2) Given the product [NH2:1][C:2]1[N:11]=[C:10]([NH2:12])[C:9]2[C:4](=[CH:5][CH:6]=[C:7]([CH2:13][O:14][C:15](=[O:26])[C:16]3[CH:17]=[C:18]([O:42][CH3:41])[CH:19]=[C:20]([O:22][CH3:23])[CH:21]=3)[CH:8]=2)[N:3]=1, predict the reactants needed to synthesize it. The reactants are: [NH2:1][C:2]1[N:11]=[C:10]([NH2:12])[C:9]2[C:4](=[CH:5][CH:6]=[C:7]([CH2:13][O:14][C:15](=[O:26])[C:16]3[CH:21]=[C:20]([O:22][CH3:23])[CH:19]=[CH:18][C:17]=3OC)[CH:8]=2)[N:3]=1.NC1N=C(N)C2C(=CC=C(CBr)C=2)N=1.[CH3:41][O:42]C1C=C(C=C(OC)C=1)C(O)=O.C(=O)([O-])[O-].[K+].[K+]. (3) Given the product [F:15][C:16]([F:25])([F:26])[C:17]1[CH:18]=[C:19]([CH:22]=[CH:23][CH:24]=1)[CH2:20][N:1]1[CH2:2][CH2:3][CH:4]([NH:7][C:8]2[S:12][C:11]([C:13]#[N:14])=[N:10][N:9]=2)[CH2:5][CH2:6]1, predict the reactants needed to synthesize it. The reactants are: [NH:1]1[CH2:6][CH2:5][CH:4]([NH:7][C:8]2[S:12][C:11]([C:13]#[N:14])=[N:10][N:9]=2)[CH2:3][CH2:2]1.[F:15][C:16]([F:26])([F:25])[C:17]1[CH:18]=[C:19]([CH:22]=[CH:23][CH:24]=1)[CH:20]=O.C(O[BH-](OC(=O)C)OC(=O)C)(=O)C.[Na+].